This data is from Full USPTO retrosynthesis dataset with 1.9M reactions from patents (1976-2016). The task is: Predict the reactants needed to synthesize the given product. (1) Given the product [CH3:31][O:30][C:29]1[C:19]([O:18][CH3:17])=[CH:20][C:21]([C:26]([OH:27])=[O:25])=[C:22]([C:23]([NH:1][C:2]2[S:3][CH:4]=[C:5]([C:7]3[CH:16]=[CH:15][C:14]4[C:9](=[CH:10][CH:11]=[CH:12][CH:13]=4)[CH:8]=3)[N:6]=2)=[O:24])[CH:28]=1, predict the reactants needed to synthesize it. The reactants are: [NH2:1][C:2]1[S:3][CH:4]=[C:5]([C:7]2[CH:16]=[CH:15][C:14]3[C:9](=[CH:10][CH:11]=[CH:12][CH:13]=3)[CH:8]=2)[N:6]=1.[CH3:17][O:18][C:19]1[CH:20]=[C:21]2[C:26](=[O:27])[O:25][C:23](=[O:24])[C:22]2=[CH:28][C:29]=1[O:30][CH3:31]. (2) Given the product [CH:21]([C:23]1[CH:28]=[CH:27][CH:26]=[CH:25][C:24]=1[CH:29]=[CH2:30])=[CH2:22].[CH2:1]=[CH:2][C:3]1[CH:8]=[CH:7][CH:6]=[CH:5][CH:4]=1.[OH:12][C:13]1[CH:20]=[CH:19][C:16]([CH:17]=[CH2:18])=[CH:15][CH:14]=1, predict the reactants needed to synthesize it. The reactants are: [CH2:1]=[CH:2][C:3]1[CH:8]=[CH:7][CH:6]=[CH:5][CH:4]=1.C([O:12][C:13]1[CH:20]=[CH:19][C:16]([CH:17]=[CH2:18])=[CH:15][CH:14]=1)(=O)C.[CH:21]([C:23]1[CH:28]=[CH:27][CH:26]=[CH:25][C:24]=1[CH:29]=[CH2:30])=[CH2:22].C(C(CCCC)CO)C.C(OOC(=O)C1C=CC=CC=1)(=O)C1C=CC=CC=1. (3) Given the product [CH3:1][O:2][C:3]([C:5]1[CH:14]=[C:13]([C:15]([O:17][CH3:18])=[O:16])[C:12]2[C:7](=[C:8]([O:28][CH3:29])[CH:9]=[C:10]3[CH:22]=[C:21]([C:23]([O:25][CH2:26][CH3:27])=[O:24])[NH:20][C:11]3=2)[N:6]=1)=[O:4], predict the reactants needed to synthesize it. The reactants are: [CH3:1][O:2][C:3]([CH:5]1[CH2:14][C:13](O)([C:15]([O:17][CH3:18])=[O:16])[C:12]2[C:7](=[C:8]([O:28][CH3:29])[CH:9]=[C:10]3[CH:22]=[C:21]([C:23]([O:25][CH2:26][CH3:27])=[O:24])[NH:20][C:11]3=2)[NH:6]1)=[O:4]. (4) Given the product [CH:21]([NH:1][C:2]1[C:10]2[N:9]=[C:8]([C:11]([N:13]3[CH2:14][CH2:15][N:16]([CH3:19])[CH2:17][CH2:18]3)=[O:12])[NH:7][C:6]=2[CH:5]=[CH:4][CH:3]=1)([CH3:23])[CH3:20], predict the reactants needed to synthesize it. The reactants are: [NH2:1][C:2]1[C:10]2[N:9]=[C:8]([C:11]([N:13]3[CH2:18][CH2:17][N:16]([CH3:19])[CH2:15][CH2:14]3)=[O:12])[NH:7][C:6]=2[CH:5]=[CH:4][CH:3]=1.[CH3:20][C:21]([CH3:23])=O.[BH-](OC(C)=O)(OC(C)=O)OC(C)=O.[Na+]. (5) Given the product [CH2:1]([O:3][C:4]1[CH:9]=[CH:8][C:7]([N:10]2[CH2:15][CH2:14][NH:13][CH2:12][CH2:11]2)=[C:6]([F:23])[CH:5]=1)[CH3:2], predict the reactants needed to synthesize it. The reactants are: [CH2:1]([O:3][C:4]1[CH:9]=[CH:8][C:7]([N:10]2[CH2:15][CH2:14][N:13](C(OC(C)(C)C)=O)[CH2:12][CH2:11]2)=[C:6]([F:23])[CH:5]=1)[CH3:2]. (6) Given the product [F:9][C:8]([F:11])([F:10])[C:4]1[N:3]=[C:2]([CH:12]([OH:15])[CH2:13][CH3:14])[CH:7]=[CH:6][CH:5]=1, predict the reactants needed to synthesize it. The reactants are: Br[C:2]1[CH:7]=[CH:6][CH:5]=[C:4]([C:8]([F:11])([F:10])[F:9])[N:3]=1.[CH:12](=[O:15])[CH2:13][CH3:14].N1C=CC=CC=1C(O)CCC. (7) Given the product [CH3:13][C:1]1([C:10]([OH:12])=[O:11])[C:9]2[C:4](=[CH:5][CH:6]=[CH:7][CH:8]=2)[CH2:3][CH2:2]1, predict the reactants needed to synthesize it. The reactants are: [CH:1]1([C:10]([OH:12])=[O:11])[C:9]2[C:4](=[CH:5][CH:6]=[CH:7][CH:8]=2)[CH2:3][CH2:2]1.[CH:13]([N-]C(C)C)(C)C.[Li+].CI.CCOC(C)=O.CCCCCC. (8) Given the product [CH2:15]([N:4]([CH2:3][CH2:2][NH:1][C:33]([C:35]1[CH:44]=[N:43][C:42]2[C:37](=[CH:38][CH:39]=[C:40]([I:45])[CH:41]=2)[N:36]=1)=[O:34])[CH2:5][CH2:6][NH:7][C:8]1[CH:13]=[CH:12][CH:11]=[C:10]([F:14])[N:9]=1)[CH3:16], predict the reactants needed to synthesize it. The reactants are: [NH2:1][CH2:2][CH2:3][N:4]([CH2:15][CH3:16])[CH2:5][CH2:6][NH:7][C:8]1[CH:13]=[CH:12][CH:11]=[C:10]([F:14])[N:9]=1.C(N(CCN[C:33]([C:35]1[CH:44]=[N:43][C:42]2[C:37](=[CH:38][CH:39]=[C:40]([I:45])[CH:41]=2)[N:36]=1)=[O:34])CCOC1C(F)=NC=CC=1)C. (9) Given the product [OH:34][CH2:35][CH2:36][O:32][C:31]1[CH:30]=[CH:29][C:5]([C:6]([NH:8][NH:9][C:10]([C:12]2[O:13][CH:14]=[C:15]([C:23]3[CH:24]=[CH:25][CH:26]=[CH:27][CH:28]=3)[C:16]=2[C:17]2[CH:22]=[CH:21][CH:20]=[CH:19][CH:18]=2)=[O:11])=[O:7])=[CH:4][C:3]=1[C:1]#[N:2], predict the reactants needed to synthesize it. The reactants are: [C:1]([C:3]1[CH:4]=[C:5]([CH:29]=[CH:30][C:31]=1[OH:32])[C:6]([NH:8][NH:9][C:10]([C:12]1[O:13][CH:14]=[C:15]([C:23]2[CH:28]=[CH:27][CH:26]=[CH:25][CH:24]=2)[C:16]=1[C:17]1[CH:22]=[CH:21][CH:20]=[CH:19][CH:18]=1)=[O:11])=[O:7])#[N:2].C1(=O)O[CH2:36][CH2:35][O:34]1. (10) Given the product [NH2:1][CH2:11][CH:9]([OH:10])[CH2:8][O:7][C:6]1[CH:12]=[CH:13][CH:14]=[CH:15][C:5]=1[Cl:4], predict the reactants needed to synthesize it. The reactants are: [NH4+:1].[Cl-].N.[Cl:4][C:5]1[CH:15]=[CH:14][CH:13]=[CH:12][C:6]=1[O:7][CH2:8][CH:9]1[CH2:11][O:10]1.